This data is from Forward reaction prediction with 1.9M reactions from USPTO patents (1976-2016). The task is: Predict the product of the given reaction. (1) Given the reactants [CH2:1]([C:5]1[C:6]([C:11]#[N:12])=[CH:7][NH:8][C:9]=1[CH3:10])[CH2:2][CH2:3][CH3:4].[CH2:13]([O:15][C:16](=[O:24])[C:17]1[CH:22]=[CH:21][C:20](F)=[CH:19][CH:18]=1)[CH3:14].C(=O)([O-])[O-].[Cs+].[Cs+].O, predict the reaction product. The product is: [CH2:13]([O:15][C:16](=[O:24])[C:17]1[CH:22]=[CH:21][C:20]([N:8]2[CH:7]=[C:6]([C:11]#[N:12])[C:5]([CH2:1][CH2:2][CH2:3][CH3:4])=[C:9]2[CH3:10])=[CH:19][CH:18]=1)[CH3:14]. (2) Given the reactants [Cl:1][C:2]1[CH:8]=[C:7]([CH3:9])[CH:6]=[C:5]([CH3:10])[C:3]=1[NH2:4].[Cl:11][CH2:12][C:13](O[C:13](=[O:14])[CH2:12][Cl:11])=[O:14], predict the reaction product. The product is: [Cl:11][CH2:12][C:13]([NH:4][C:3]1[C:5]([CH3:10])=[CH:6][C:7]([CH3:9])=[CH:8][C:2]=1[Cl:1])=[O:14].